Dataset: NCI-60 drug combinations with 297,098 pairs across 59 cell lines. Task: Regression. Given two drug SMILES strings and cell line genomic features, predict the synergy score measuring deviation from expected non-interaction effect. (1) Drug 2: C1CN1C2=NC(=NC(=N2)N3CC3)N4CC4. Synergy scores: CSS=10.3, Synergy_ZIP=-2.24, Synergy_Bliss=-2.15, Synergy_Loewe=-3.24, Synergy_HSA=-3.98. Drug 1: C1=CN(C=N1)CC(O)(P(=O)(O)O)P(=O)(O)O. Cell line: MDA-MB-435. (2) Drug 1: CCC1(CC2CC(C3=C(CCN(C2)C1)C4=CC=CC=C4N3)(C5=C(C=C6C(=C5)C78CCN9C7C(C=CC9)(C(C(C8N6C)(C(=O)OC)O)OC(=O)C)CC)OC)C(=O)OC)O.OS(=O)(=O)O. Drug 2: CC(C)(C#N)C1=CC(=CC(=C1)CN2C=NC=N2)C(C)(C)C#N. Cell line: SNB-19. Synergy scores: CSS=0.642, Synergy_ZIP=4.93, Synergy_Bliss=2.87, Synergy_Loewe=0.336, Synergy_HSA=0.733. (3) Synergy scores: CSS=54.9, Synergy_ZIP=-5.60, Synergy_Bliss=-4.19, Synergy_Loewe=-4.38, Synergy_HSA=0.332. Cell line: K-562. Drug 2: CC1=C(C(=O)C2=C(C1=O)N3CC4C(C3(C2COC(=O)N)OC)N4)N. Drug 1: C1=CC(=CC=C1CCC2=CNC3=C2C(=O)NC(=N3)N)C(=O)NC(CCC(=O)O)C(=O)O. (4) Drug 1: CS(=O)(=O)OCCCCOS(=O)(=O)C. Drug 2: CC1C(C(CC(O1)OC2CC(CC3=C2C(=C4C(=C3O)C(=O)C5=C(C4=O)C(=CC=C5)OC)O)(C(=O)CO)O)N)O.Cl. Cell line: OVCAR-8. Synergy scores: CSS=28.7, Synergy_ZIP=-0.271, Synergy_Bliss=-2.17, Synergy_Loewe=-23.6, Synergy_HSA=-1.78.